This data is from Catalyst prediction with 721,799 reactions and 888 catalyst types from USPTO. The task is: Predict which catalyst facilitates the given reaction. (1) Reactant: [I:1][C:2]1[N:3]=[CH:4][NH:5][CH:6]=1.[H-].[Na+].Br[CH2:10][CH2:11][Cl:12]. Product: [Cl:12][CH2:11][CH2:10][N:5]1[CH:6]=[C:2]([I:1])[N:3]=[CH:4]1. The catalyst class is: 20. (2) Reactant: Br[C:2]1[CH:3]=[CH:4][C:5](O)=[C:6]([C:8]2[CH:17]=[CH:16][C:15]3[C:10](=[CH:11][CH:12]=[C:13]([C:18]4[N:22]([CH:23]5[CH2:28][CH2:27][CH2:26][CH2:25][CH2:24]5)[C:21]5[CH:29]=[CH:30][C:31]([C:33]([OH:35])=[O:34])=[CH:32][C:20]=5[N:19]=4)[CH:14]=3)[N:9]=2)[CH:7]=1.[N:37]1(C2C=CC(C(=O)C)=CC=2)[CH2:42][CH2:41][O:40][CH2:39][CH2:38]1.[OH-].[K+]. Product: [CH:23]1([N:22]2[C:21]3[CH:29]=[CH:30][C:31]([C:33]([OH:35])=[O:34])=[CH:32][C:20]=3[N:19]=[C:18]2[C:13]2[CH:14]=[C:15]3[C:10](=[CH:11][CH:12]=2)[N:9]=[C:8]([C:6]2[CH:7]=[CH:2][C:3]([N:37]4[CH2:42][CH2:41][O:40][CH2:39][CH2:38]4)=[CH:4][CH:5]=2)[CH:17]=[CH:16]3)[CH2:24][CH2:25][CH2:26][CH2:27][CH2:28]1. The catalyst class is: 8. (3) Reactant: [H-].[Na+].[CH2:3]([OH:7])[C:4]#[C:5][CH3:6].Cl[C:9]1[CH:14]=[C:13]([N:15]([CH2:24][C:25]#[N:26])[C:16]2[CH:21]=[CH:20][CH:19]=[C:18]([F:22])[C:17]=2[F:23])[N:12]=[CH:11][N:10]=1.[Cl-].[NH4+]. Product: [CH2:3]([O:7][C:9]1[CH:14]=[C:13]([N:15]([CH2:24][C:25]#[N:26])[C:16]2[CH:21]=[CH:20][CH:19]=[C:18]([F:22])[C:17]=2[F:23])[N:12]=[CH:11][N:10]=1)[C:4]#[C:5][CH3:6]. The catalyst class is: 7. (4) Reactant: [CH3:1][N:2]1[CH:6]=[C:5]([C:7]2[CH:12]=[CH:11][CH:10]=[CH:9][CH:8]=2)[N:4]=[C:3]1[CH:13]1[CH2:15][CH:14]1[C:16](O)=O.CC1C=C(C)C=C(C)C=1S([O-])(=O)=O.[NH2:32][N:33]1[C:38]([CH3:39])=[CH:37][C:36]([CH3:40])=[N:35][C:34]1=[NH2+:41].F[B-](F)(F)F.N1(OC(N(C)C)=[N+](C)C)C2C=CC=CC=2N=N1.C(N(CC)CC)C. Product: [CH3:40][C:36]1[CH:37]=[C:38]([CH3:39])[N:33]2[N:32]=[C:16]([CH:14]3[CH2:15][CH:13]3[C:3]3[N:2]([CH3:1])[CH:6]=[C:5]([C:7]4[CH:12]=[CH:11][CH:10]=[CH:9][CH:8]=4)[N:4]=3)[N:41]=[C:34]2[N:35]=1. The catalyst class is: 3. (5) Reactant: [F:1][C:2]1[CH:10]=[C:9]([C:11]2[CH:16]=[CH:15][C:14]([O:17][CH2:18][CH:19]3[CH2:24][CH2:23][N:22]([CH2:25][C:26]([F:29])([CH3:28])[CH3:27])[CH2:21][CH2:20]3)=[CH:13][N:12]=2)[CH:8]=[CH:7][C:3]=1[C:4](O)=[O:5].Cl.[OH:31][C@H:32]1[CH2:36][NH:35][C@H:34]([C:37]([O:39][CH3:40])=[O:38])[CH2:33]1.C(Cl)CCl.C1C=CC2N(O)N=NC=2C=1.CCN(C(C)C)C(C)C. Product: [F:1][C:2]1[CH:10]=[C:9]([C:11]2[CH:16]=[CH:15][C:14]([O:17][CH2:18][CH:19]3[CH2:24][CH2:23][N:22]([CH2:25][C:26]([F:29])([CH3:27])[CH3:28])[CH2:21][CH2:20]3)=[CH:13][N:12]=2)[CH:8]=[CH:7][C:3]=1[C:4]([N:35]1[CH2:36][C@H:32]([OH:31])[CH2:33][C@H:34]1[C:37]([O:39][CH3:40])=[O:38])=[O:5]. The catalyst class is: 18. (6) Reactant: Cl[C:2]1[C:11]2[C:6](=[CH:7][CH:8]=[CH:9][CH:10]=2)[N:5]=[C:4]([C:12]([F:15])([F:14])[F:13])[N:3]=1.[NH2:16][NH2:17].C(=O)([O-])[O-].[K+].[K+]. Product: [F:13][C:12]([F:15])([F:14])[C:4]1[N:3]=[C:2]([NH:16][NH2:17])[C:11]2[C:6](=[CH:7][CH:8]=[CH:9][CH:10]=2)[N:5]=1. The catalyst class is: 7.